Task: Predict the reactants needed to synthesize the given product.. Dataset: Full USPTO retrosynthesis dataset with 1.9M reactions from patents (1976-2016) (1) The reactants are: Cl[CH2:2][CH2:3][O:4][C:5]1[CH:10]=[CH:9][CH:8]=[CH:7][C:6]=1[C:11]1([NH:15][C:16]2[C:17](=[O:35])[N:18]([C:22]3[CH:23]=[C:24]([CH:31]=[CH:32][C:33]=3[CH3:34])[C:25]([NH:27][CH:28]3[CH2:30][CH2:29]3)=[O:26])[CH:19]=[CH:20][N:21]=2)[CH2:14][CH2:13][CH2:12]1.[CH2:36]([NH2:38])[CH3:37]. Given the product [CH:28]1([NH:27][C:25](=[O:26])[C:24]2[CH:31]=[CH:32][C:33]([CH3:34])=[C:22]([N:18]3[CH:19]=[CH:20][N:21]=[C:16]([NH:15][C:11]4([C:6]5[CH:7]=[CH:8][CH:9]=[CH:10][C:5]=5[O:4][CH2:3][CH2:2][NH:38][CH2:36][CH3:37])[CH2:14][CH2:13][CH2:12]4)[C:17]3=[O:35])[CH:23]=2)[CH2:30][CH2:29]1, predict the reactants needed to synthesize it. (2) Given the product [F:1][C:2]1[CH:9]=[C:8]([C:10]#[C:11][C:12]2[S:13][C:14]3[CH:20]=[C:19]([OH:21])[CH:18]=[CH:17][C:15]=3[N:16]=2)[CH:7]=[CH:6][C:3]=1[NH:4][CH3:5], predict the reactants needed to synthesize it. The reactants are: [F:1][C:2]1[CH:9]=[C:8]([C:10]#[C:11][C:12]2[S:13][C:14]3[CH:20]=[C:19]([O:21]C)[CH:18]=[CH:17][C:15]=3[N:16]=2)[CH:7]=[CH:6][C:3]=1[NH:4][CH3:5].B(Br)(Br)Br.C([O-])(O)=O.[Na+]. (3) The reactants are: [F-].C([N+](CCCC)(CCCC)CCCC)CCC.[Si]([O:36][CH2:37][CH2:38][O:39][CH2:40][C@H:41]([O:52][C:53]1[N:58]=[CH:57][N:56]=[C:55]2[N:59]([C:62]3[CH:67]=[CH:66][CH:65]=[C:64]([C:68]#[N:69])[C:63]=3[CH3:70])[N:60]=[CH:61][C:54]=12)[C:42]([NH:44][C:45]1[CH:50]=[CH:49][C:48]([CH3:51])=[CH:47][N:46]=1)=[O:43])(C(C)(C)C)(C1C=CC=CC=1)C1C=CC=CC=1. Given the product [C:68]([C:64]1[C:63]([CH3:70])=[C:62]([N:59]2[C:55]3=[N:56][CH:57]=[N:58][C:53]([O:52][C@@H:41]([CH2:40][O:39][CH2:38][CH2:37][OH:36])[C:42]([NH:44][C:45]4[CH:50]=[CH:49][C:48]([CH3:51])=[CH:47][N:46]=4)=[O:43])=[C:54]3[CH:61]=[N:60]2)[CH:67]=[CH:66][CH:65]=1)#[N:69], predict the reactants needed to synthesize it. (4) Given the product [CH:13]1([CH2:19][N:20]2[CH2:10][C:5]3[C:4](=[CH:9][CH:8]=[CH:7][CH:6]=3)[C:3]2=[O:12])[CH2:18][CH2:17][CH2:16][CH2:15][CH2:14]1, predict the reactants needed to synthesize it. The reactants are: CO[C:3](=[O:12])[C:4]1[CH:9]=[CH:8][CH:7]=[CH:6][C:5]=1[CH2:10]Br.[CH:13]1([CH2:19][NH2:20])[CH2:18][CH2:17][CH2:16][CH2:15][CH2:14]1.C([O-])([O-])=O.[K+].[K+].C(OCC)(=O)C. (5) Given the product [CH2:33]([C:28]1[CH:29]=[CH:30][CH:31]=[CH:32][C:27]=1[O:26][C:23]1[N:22]=[CH:21][C:20]([NH:19][C:17](=[O:18])[C@@H:16]([CH3:35])[NH2:12])=[CH:25][CH:24]=1)[CH3:34], predict the reactants needed to synthesize it. The reactants are: FC(F)(F)C(O)=O.CC([N:12]([C@H:16]([CH3:35])[C:17]([NH:19][C:20]1[CH:21]=[N:22][C:23]([O:26][C:27]2[CH:32]=[CH:31][CH:30]=[CH:29][C:28]=2[CH2:33][CH3:34])=[CH:24][CH:25]=1)=[O:18])C(=O)[O-])(C)C. (6) Given the product [CH3:13][O:12][C:10]1[CH:11]=[C:6]2[C:7]([CH:2]=[C:3]([C:21]3[CH:25]=[C:24]([CH3:26])[S:23][CH:22]=3)[NH:5]2)=[CH:8][CH:9]=1, predict the reactants needed to synthesize it. The reactants are: F[C:2](F)(F)[C:3]([NH:5][C:6]1[CH:11]=[C:10]([O:12][CH3:13])[CH:9]=[CH:8][C:7]=1I)=O.C[Si](C)(C)C#C[C:21]1[CH:25]=[C:24]([CH3:26])[S:23][CH:22]=1.[F-].C([N+](CCCC)(CCCC)CCCC)CCC.C(=O)([O-])[O-].[K+].[K+]. (7) Given the product [CH:15]([O:18][C:19]1[C:28]2[CH:27]=[CH:26][CH:25]=[CH:24][C:23]=2[C:22]2[O:29][C:2]3[C:3](=[O:14])[C:4]4[CH:5]=[CH:6][CH:7]=[CH:8][C:9]=4[C:10](=[O:13])[C:11]=3[C:21]=2[CH:20]=1)([CH3:17])[CH3:16], predict the reactants needed to synthesize it. The reactants are: Cl[C:2]1[C:3](=[O:14])[C:4]2[C:9]([C:10](=[O:13])[C:11]=1Cl)=[CH:8][CH:7]=[CH:6][CH:5]=2.[CH:15]([O:18][C:19]1[C:28]2[C:23](=[CH:24][CH:25]=[CH:26][CH:27]=2)[C:22]([OH:29])=[CH:21][CH:20]=1)([CH3:17])[CH3:16]. (8) The reactants are: C1(P(=[CH:20][C:21]([O:23][CH3:24])=[O:22])(C2C=CC=CC=2)C2C=CC=CC=2)C=CC=CC=1.[CH2:25]([O:29][C:30]1[CH:31]=[C:32]([CH:35]=[CH:36][C:37]=1[I:38])[CH:33]=O)[CH2:26][CH2:27][CH3:28]. Given the product [CH2:25]([O:29][C:30]1[CH:31]=[C:32](/[CH:33]=[CH:20]/[C:21]([O:23][CH3:24])=[O:22])[CH:35]=[CH:36][C:37]=1[I:38])[CH2:26][CH2:27][CH3:28], predict the reactants needed to synthesize it. (9) The reactants are: [CH3:1][NH2:2].C(O)C.Cl.[NH2:7][C@@H:8]([CH2:13][CH2:14][C:15]1[CH:20]=[CH:19][CH:18]=[CH:17][CH:16]=1)[C:9](OC)=[O:10]. Given the product [NH2:7][C@@H:8]([CH2:13][CH2:14][C:15]1[CH:20]=[CH:19][CH:18]=[CH:17][CH:16]=1)[C:9]([NH:2][CH3:1])=[O:10], predict the reactants needed to synthesize it.